From a dataset of Merck oncology drug combination screen with 23,052 pairs across 39 cell lines. Regression. Given two drug SMILES strings and cell line genomic features, predict the synergy score measuring deviation from expected non-interaction effect. Drug 1: CN1C(=O)C=CC2(C)C3CCC4(C)C(NC(=O)OCC(F)(F)F)CCC4C3CCC12. Drug 2: CCC1(O)CC2CN(CCc3c([nH]c4ccccc34)C(C(=O)OC)(c3cc4c(cc3OC)N(C)C3C(O)(C(=O)OC)C(OC(C)=O)C5(CC)C=CCN6CCC43C65)C2)C1. Cell line: OCUBM. Synergy scores: synergy=23.4.